This data is from Catalyst prediction with 721,799 reactions and 888 catalyst types from USPTO. The task is: Predict which catalyst facilitates the given reaction. (1) Reactant: [O:1]=[C:2]1[NH:7][CH2:6][CH2:5][N:4]([C:8]([O:10][C:11]([CH3:14])([CH3:13])[CH3:12])=[O:9])[CH2:3]1.C([N-]C(C)C)(C)C.[Li+].Br[CH2:24][C:25]([C:27]1[C:28]([CH3:36])=[C:29]([C:32]([F:35])=[CH:33][CH:34]=1)[C:30]#[N:31])=[O:26]. Product: [C:30]([C:29]1[C:28]([CH3:36])=[C:27]([C:25](=[O:26])[CH2:24][N:7]2[CH2:6][CH2:5][N:4]([C:8]([O:10][C:11]([CH3:14])([CH3:13])[CH3:12])=[O:9])[CH2:3][C:2]2=[O:1])[CH:34]=[CH:33][C:32]=1[F:35])#[N:31]. The catalyst class is: 1. (2) Reactant: [CH3:1][O:2][C:3](=[O:16])[C:4]([NH:8][C:9]([O:11][C:12]([CH3:15])([CH3:14])[CH3:13])=[O:10])([CH3:7])[CH:5]=O.[F:17][C:18]1[CH:24]=[CH:23][C:21]([NH2:22])=[CH:20][CH:19]=1.C(O)(=O)C.C([BH3-])#N.[Na+]. Product: [CH3:1][O:2][C:3](=[O:16])[C:4]([NH:8][C:9]([O:11][C:12]([CH3:15])([CH3:14])[CH3:13])=[O:10])([CH3:7])[CH2:5][NH:22][C:21]1[CH:23]=[CH:24][C:18]([F:17])=[CH:19][CH:20]=1. The catalyst class is: 5. (3) Reactant: [CH:1]1[C:13]2[CH:12]([CH2:14][O:15][C:16]([NH:18][C@H:19]([C:23]([NH:25][C@H:26]([C:34]([NH:36][C:37]3[CH:42]=[CH:41][C:40]([CH2:43][OH:44])=[CH:39][CH:38]=3)=[O:35])[CH2:27][CH2:28][CH2:29][NH:30][C:31](=[O:33])[NH2:32])=[O:24])[CH:20]([CH3:22])[CH3:21])=[O:17])[C:11]3[C:6](=[CH:7][CH:8]=[CH:9][CH:10]=3)[C:5]=2[CH:4]=[CH:3][CH:2]=1.[C:45](=O)([O:56]C1C=CC([N+]([O-])=O)=CC=1)[O:46][C:47]1[CH:52]=[CH:51][C:50]([N+:53]([O-:55])=[O:54])=[CH:49][CH:48]=1.CCN(C(C)C)C(C)C.C(OCC)C. Product: [CH:10]1[C:11]2[CH:12]([CH2:14][O:15][C:16]([NH:18][C@H:19]([C:23]([NH:25][C@H:26]([C:34]([NH:36][C:37]3[CH:38]=[CH:39][C:40]([CH2:43][O:44][C:45]([O:46][C:47]4[CH:48]=[CH:49][C:50]([N+:53]([O-:55])=[O:54])=[CH:51][CH:52]=4)=[O:56])=[CH:41][CH:42]=3)=[O:35])[CH2:27][CH2:28][CH2:29][NH:30][C:31](=[O:33])[NH2:32])=[O:24])[CH:20]([CH3:22])[CH3:21])=[O:17])[C:13]3[C:5](=[CH:4][CH:3]=[CH:2][CH:1]=3)[C:6]=2[CH:7]=[CH:8][CH:9]=1. The catalyst class is: 3. (4) Reactant: [C:1]1([C:7]2[CH:8]=[CH:9][C:10]([NH2:13])=[N:11][CH:12]=2)[CH:6]=[CH:5][CH:4]=[CH:3][CH:2]=1.C[O:15][C:16](=[O:33])[CH2:17][O:18][C:19]1[CH:24]=[C:23]([O:25][CH3:26])[C:22]([S:27][CH2:28][CH2:29][CH:30]=O)=[CH:21][C:20]=1[CH3:32].[CH3:34][C:35]1C=CC(S(O)(=O)=O)=CC=1.Cl.C(=O)(O)[O-].[Na+]. Product: [CH2:34]([N:13]([C:10]1[CH:9]=[CH:8][C:7]([C:1]2[CH:2]=[CH:3][CH:4]=[CH:5][CH:6]=2)=[CH:12][N:11]=1)[CH2:30][CH2:29][CH2:28][S:27][C:22]1[C:23]([O:25][CH3:26])=[CH:24][C:19]([O:18][CH2:17][C:16]([OH:15])=[O:33])=[C:20]([CH3:32])[CH:21]=1)[CH3:35]. The catalyst class is: 5. (5) Reactant: [CH3:1][N:2]1[C:7](=[O:8])[CH2:6][CH2:5][C:4]([C:9](O)=[O:10])=[N:3]1.C(N(CC)CC)C.ClC(OCC)=O.[BH4-].[Na+]. Product: [OH:10][CH2:9][C:4]1[CH2:5][CH2:6][C:7](=[O:8])[N:2]([CH3:1])[N:3]=1. The catalyst class is: 20.